This data is from Forward reaction prediction with 1.9M reactions from USPTO patents (1976-2016). The task is: Predict the product of the given reaction. Given the reactants [CH3:1][O:2][C:3]1[C:8]2[N:9]=[C:10]([NH:12][C:13](=[O:22])[C:14]3[CH:19]=[CH:18][C:17]([CH2:20][NH2:21])=[CH:16][CH:15]=3)[S:11][C:7]=2[C:6]([N:23]2[CH2:28][CH2:27][O:26][CH2:25][CH2:24]2)=[CH:5][CH:4]=1.N1C=CC=CC=1.[CH3:35][O:36][CH2:37][C:38](Cl)=[O:39].C(=O)([O-])[O-].[Na+].[Na+], predict the reaction product. The product is: [CH3:35][O:36][CH2:37][C:38]([NH:21][CH2:20][C:17]1[CH:18]=[CH:19][C:14]([C:13]([NH:12][C:10]2[S:11][C:7]3[C:6]([N:23]4[CH2:28][CH2:27][O:26][CH2:25][CH2:24]4)=[CH:5][CH:4]=[C:3]([O:2][CH3:1])[C:8]=3[N:9]=2)=[O:22])=[CH:15][CH:16]=1)=[O:39].